From a dataset of Forward reaction prediction with 1.9M reactions from USPTO patents (1976-2016). Predict the product of the given reaction. (1) Given the reactants [OH:1][C:2]1[C:7]2[C:8](=[O:14])[O:9][C:10]([CH3:13])([CH3:12])[O:11][C:6]=2[CH:5]=[CH:4][CH:3]=1.[CH3:15][C:16]1[CH:23]=[CH:22][C:19]([CH2:20]Br)=[CH:18][CH:17]=1, predict the reaction product. The product is: [CH3:13][C:10]1([CH3:12])[O:9][C:8](=[O:14])[C:7]2[C:2]([O:1][CH2:15][C:16]3[CH:23]=[CH:22][C:19]([CH3:20])=[CH:18][CH:17]=3)=[CH:3][CH:4]=[CH:5][C:6]=2[O:11]1. (2) The product is: [Cl:17][C:5]1[C:4]([N+:1]([O-:3])=[O:2])=[CH:13][C:12]2[C:7](=[CH:8][CH:9]=[CH:10][CH:11]=2)[N:6]=1. Given the reactants [N+:1]([C:4]1[C:5](=O)[NH:6][C:7]2[C:12]([CH:13]=1)=[CH:11][CH:10]=[CH:9][CH:8]=2)([O-:3])=[O:2].P(Cl)(Cl)([Cl:17])=O, predict the reaction product. (3) Given the reactants [CH2:1]([CH:4]1[O:6][CH:5]1[C:7]([OH:9])=O)[CH2:2][CH3:3].CN1CCOCC1.ClC(OCC(C)C)=O.[CH:25]1([NH2:28])[CH2:27][CH2:26]1.[OH-].[Na+], predict the reaction product. The product is: [CH:25]1([NH:28][C:7]([CH:5]2[CH:4]([CH2:1][CH2:2][CH3:3])[O:6]2)=[O:9])[CH2:27][CH2:26]1. (4) The product is: [Cl:39][C:40]1[C:41]([C:50]([F:52])([F:51])[F:53])=[N:42][N:43]([CH2:46][C:47]([N:36]2[CH2:37][CH2:38][N:33]([C:28]3[CH:29]=[CH:30][C:31]([F:32])=[C:26]([F:25])[CH:27]=3)[CH2:34][CH2:35]2)=[O:48])[C:44]=1[CH3:45]. Given the reactants CN(C(ON1N=NC2C=CC=NC1=2)=[N+](C)C)C.F[P-](F)(F)(F)(F)F.[F:25][C:26]1[CH:27]=[C:28]([N:33]2[CH2:38][CH2:37][NH:36][CH2:35][CH2:34]2)[CH:29]=[CH:30][C:31]=1[F:32].[Cl:39][C:40]1[C:41]([C:50]([F:53])([F:52])[F:51])=[N:42][N:43]([CH2:46][C:47](O)=[O:48])[C:44]=1[CH3:45], predict the reaction product. (5) The product is: [Cl:22][CH:7]1[CH2:6][CH2:5][CH2:4][CH:3]([CH2:8][CH2:9][C:10]#[N:11])[C:2]1=[O:1]. Given the reactants [O:1]=[C:2]1[CH2:7][CH2:6][CH2:5][CH2:4][CH:3]1[CH2:8][CH2:9][C:10]#[N:11].C(C1CCCC([Cl:22])C1=O)(C)(C)C, predict the reaction product.